The task is: Predict the product of the given reaction.. This data is from Forward reaction prediction with 1.9M reactions from USPTO patents (1976-2016). Given the reactants C([N:8]1[C@@H:13]2[C@H:14]([C:16]3[N:17]=[N:18][N:19](C)[N:20]=3)[CH2:15][C@@:9]1([C:38]1[CH:43]=[CH:42][CH:41]=[CH:40][CH:39]=1)[C@H:10]([O:22][CH2:23][C:24]1[CH:29]=[C:28]([C:30]([F:33])([F:32])[F:31])[CH:27]=[C:26]([C:34]([F:37])([F:36])[F:35])[CH:25]=1)[CH2:11][CH2:12]2)C1C=CC=CC=1.[CH3:44]O, predict the reaction product. The product is: [NH3:8].[F:37][C:34]([F:35])([F:36])[C:26]1[CH:25]=[C:24]([CH2:23][O:22][C@@H:10]2[CH2:11][CH2:12][C@@H:13]3[NH:8][C@@:9]2([C:38]2[CH:39]=[CH:40][CH:41]=[CH:42][CH:43]=2)[CH2:15][C@H:14]3[C:16]2[N:20]([CH3:44])[N:19]=[N:18][N:17]=2)[CH:29]=[C:28]([C:30]([F:31])([F:32])[F:33])[CH:27]=1.